From a dataset of Reaction yield outcomes from USPTO patents with 853,638 reactions. Predict the reaction yield, written as a fraction of the theoretical maximum amount of product (1.0 means a 100% yield; for example, 0.34 means a 34% yield). (1) The reactants are [CH3:1][S:2]([OH:5])(=[O:4])=[O:3].[CH2:6]([O:12][C:13]([NH:15][N:16]=[CH:17][C:18]1[CH:23]=[CH:22][C:21]([NH:24][CH2:25][C:26]2[N:30]([CH3:31])[C:29]3[CH:32]=[CH:33][C:34]([C:36]([N:38]([C:46]4[CH:51]=[CH:50][CH:49]=[CH:48][N:47]=4)[CH2:39][CH2:40][C:41]([O:43][CH2:44][CH3:45])=[O:42])=[O:37])=[CH:35][C:28]=3[N:27]=2)=[CH:20][CH:19]=1)=[O:14])[CH2:7][CH2:8][CH2:9][CH2:10][CH3:11]. The catalyst is C(OCC)(=O)C.C(O)C. The product is [OH2:3].[CH3:1][S:2]([OH:5])(=[O:4])=[O:3].[CH2:6]([O:12][C:13]([NH:15][N:16]=[CH:17][C:18]1[CH:19]=[CH:20][C:21]([NH:24][CH2:25][C:26]2[N:30]([CH3:31])[C:29]3[CH:32]=[CH:33][C:34]([C:36]([N:38]([C:46]4[CH:51]=[CH:50][CH:49]=[CH:48][N:47]=4)[CH2:39][CH2:40][C:41]([O:43][CH2:44][CH3:45])=[O:42])=[O:37])=[CH:35][C:28]=3[N:27]=2)=[CH:22][CH:23]=1)=[O:14])[CH2:7][CH2:8][CH2:9][CH2:10][CH3:11].[CH2:44]([O:43][C:41](=[O:42])[CH2:40][CH2:39][N:38]([C:46]1[CH:51]=[CH:50][CH:49]=[CH:48][N:47]=1)[C:36]([C:34]1[CH:33]=[CH:32][C:29]2[N:30]([CH3:31])[C:26]([CH2:25][NH:24][C:21]3[CH:20]=[CH:19][C:18]([CH:17]=[N:16][NH:15][C:13]([O:12][CH2:6][CH2:7][CH2:8][CH2:9][CH2:10][CH3:11])=[O:14])=[CH:23][CH:22]=3)=[N:27][C:28]=2[CH:35]=1)=[O:37])[CH3:45].[CH3:1][S:2]([OH:5])(=[O:4])=[O:3]. The yield is 0.990. (2) The reactants are [C:1]([O:5][C:6]([N:8]1[CH2:13][C:12]([C:14]2[CH:19]=[C:18]([CH:20]3[CH2:25][CH2:24][N:23]([C:26](=[O:28])[CH3:27])[CH2:22][CH2:21]3)[CH:17]=[CH:16][C:15]=2[NH2:29])=[CH:11][CH2:10][CH2:9]1)=[O:7])([CH3:4])([CH3:3])[CH3:2].C1CN([P+](Br)(N2CCCC2)N2CCCC2)CC1.F[P-](F)(F)(F)(F)F.[C:54]([C:56]1[N:57]=[C:58]([C:69](O)=[O:70])[N:59]([CH2:61][O:62][CH2:63][CH2:64][Si:65]([CH3:68])([CH3:67])[CH3:66])[CH:60]=1)#[N:55].[K+].C(C1N=C(C([O-])=O)N(COCC[Si](C)(C)C)C=1)#N.CCN(C(C)C)C(C)C. The catalyst is C(Cl)Cl. The product is [C:1]([O:5][C:6]([N:8]1[CH2:13][C:12]([C:14]2[CH:19]=[C:18]([CH:20]3[CH2:21][CH2:22][N:23]([C:26](=[O:28])[CH3:27])[CH2:24][CH2:25]3)[CH:17]=[CH:16][C:15]=2[NH:29][C:69]([C:58]2[N:59]([CH2:61][O:62][CH2:63][CH2:64][Si:65]([CH3:68])([CH3:67])[CH3:66])[CH:60]=[C:56]([C:54]#[N:55])[N:57]=2)=[O:70])=[CH:11][CH2:10][CH2:9]1)=[O:7])([CH3:4])([CH3:2])[CH3:3]. The yield is 0.980. (3) The reactants are [F:1][C:2]1[CH:7]=[CH:6][CH:5]=[CH:4][C:3]=1[C:8](=O)[CH2:9][CH:10]([C:13]#[N:14])[C:11]#[N:12].C1COCC1.[ClH:21]. The catalyst is C(#N)C. The product is [Cl:21][C:11]1[NH:12][C:8]([C:3]2[CH:4]=[CH:5][CH:6]=[CH:7][C:2]=2[F:1])=[CH:9][C:10]=1[C:13]#[N:14]. The yield is 0.842. (4) The yield is 0.270. The reactants are [CH2:1]([C:8]1[C:17]2[C:12](=[CH:13][CH:14]=[CH:15][CH:16]=2)[C:11]([N:18]2[CH2:23][CH2:22][N:21]([C:24]3[N:29]=[CH:28][C:27]([CH2:30][OH:31])=[CH:26][CH:25]=3)[CH2:20][CH2:19]2)=[N:10][N:9]=1)[C:2]1[CH:7]=[CH:6][CH:5]=[CH:4][CH:3]=1.[H-].[Na+].[CH3:34][N:35]([CH3:39])[C:36](Cl)=[O:37]. The catalyst is C1COCC1. The product is [CH2:1]([C:8]1[C:17]2[C:12](=[CH:13][CH:14]=[CH:15][CH:16]=2)[C:11]([N:18]2[CH2:23][CH2:22][N:21]([C:24]3[N:29]=[CH:28][C:27]([CH2:30][O:31][C:36](=[O:37])[N:35]([CH3:39])[CH3:34])=[CH:26][CH:25]=3)[CH2:20][CH2:19]2)=[N:10][N:9]=1)[C:2]1[CH:7]=[CH:6][CH:5]=[CH:4][CH:3]=1.